The task is: Predict the product of the given reaction.. This data is from Forward reaction prediction with 1.9M reactions from USPTO patents (1976-2016). (1) Given the reactants CO.[CH2:3]([O:7][K])CCC.[NH2:9][C:10]1[C:17]([F:18])=[CH:16][C:13]([C:14]#[N:15])=[C:12](F)[CH:11]=1.C(OCC)C, predict the reaction product. The product is: [NH2:9][C:10]1[C:17]([F:18])=[CH:16][C:13]([C:14]#[N:15])=[C:12]([O:7][CH3:3])[CH:11]=1. (2) The product is: [NH3:7].[CH3:8][OH:9].[N:18]1([C:8]2[O:9][C@H:5]3[CH2:4][C@H:3]([CH:2]([F:16])[F:1])[C@@H:13]([OH:14])[C@@H:12]([F:15])[C@H:6]3[N:7]=2)[CH2:21][CH2:20][CH2:19]1. Given the reactants [F:1][CH:2]([F:16])[C@@H:3]1[C@@H:13]([OH:14])[C@@H:12]([F:15])[C@H:6]2[N:7]=[C:8](SC)[O:9][C@H:5]2[CH2:4]1.Cl.[NH:18]1[CH2:21][CH2:20][CH2:19]1, predict the reaction product. (3) Given the reactants [NH2:1][C:2]1[CH:3]=[N:4][CH:5]=[CH:6][CH:7]=1.[N:8]([O-])=O.[Na+].[Sn](Cl)[Cl:13], predict the reaction product. The product is: [ClH:13].[ClH:13].[NH:1]([C:2]1[CH:3]=[N:4][CH:5]=[CH:6][CH:7]=1)[NH2:8].